Dataset: Reaction yield outcomes from USPTO patents with 853,638 reactions. Task: Predict the reaction yield, written as a fraction of the theoretical maximum amount of product (1.0 means a 100% yield; for example, 0.34 means a 34% yield). (1) The reactants are [C:1]([O:6][CH2:7][CH3:8])(=[O:5])[CH:2]([CH3:4])[CH3:3].[Li+].CC([N-]C(C)C)C.Br[CH2:18][CH2:19][CH2:20][CH2:21][CH2:22][Br:23].[NH4+].[Cl-].Cl. The catalyst is C1COCC1.CN1C(=O)N(C)CCC1. The product is [Br:23][CH2:22][CH2:21][CH2:20][CH2:19][CH2:18][C:2]([CH3:4])([CH3:3])[C:1]([O:6][CH2:7][CH3:8])=[O:5]. The yield is 0.320. (2) The reactants are C([O:8][C:9](=[O:38])[C@@H:10]([NH:20][C:21](=[O:37])[C@@H:22]([NH:24][C:25]([C:27]1[N:35]([CH3:36])[C:34]2[C:29](=[N:30][CH:31]=[CH:32][CH:33]=2)[CH:28]=1)=[O:26])[CH3:23])[CH2:11][C:12]1[CH:17]=[CH:16][C:15]([O:18][CH3:19])=[CH:14][CH:13]=1)C1C=CC=CC=1. The catalyst is CO.C1COCC1.[OH-].[OH-].[Pd+2]. The product is [CH3:19][O:18][C:15]1[CH:16]=[CH:17][C:12]([CH2:11][C@H:10]([NH:20][C:21](=[O:37])[C@@H:22]([NH:24][C:25]([C:27]2[N:35]([CH3:36])[C:34]3[C:29](=[N:30][CH:31]=[CH:32][CH:33]=3)[CH:28]=2)=[O:26])[CH3:23])[C:9]([OH:38])=[O:8])=[CH:13][CH:14]=1. The yield is 0.920. (3) The reactants are [CH2:1]([N:8]([CH2:29][CH:30]1[CH2:35][CH2:34][CH:33]([C:36]([O:38]CC)=[O:37])[CH2:32][CH2:31]1)[S:9]([NH:12][C:13](=[O:28])[C:14]1[CH:19]=[C:18]([C:20]([F:23])([F:22])[F:21])[CH:17]=[C:16]([C:24]([F:27])([F:26])[F:25])[CH:15]=1)(=[O:11])=[O:10])[C:2]1[CH:7]=[CH:6][CH:5]=[CH:4][CH:3]=1.[OH-].[Na+].Cl. The catalyst is CO.O. The product is [CH2:1]([N:8]([CH2:29][CH:30]1[CH2:31][CH2:32][CH:33]([C:36]([OH:38])=[O:37])[CH2:34][CH2:35]1)[S:9]([NH:12][C:13](=[O:28])[C:14]1[CH:15]=[C:16]([C:24]([F:26])([F:27])[F:25])[CH:17]=[C:18]([C:20]([F:21])([F:22])[F:23])[CH:19]=1)(=[O:11])=[O:10])[C:2]1[CH:3]=[CH:4][CH:5]=[CH:6][CH:7]=1. The yield is 1.00. (4) The reactants are [Br:1][C:2]1[CH:3]=[C:4]2[C:9](=[CH:10][CH:11]=1)[CH:8]=[C:7]([C:12]([OH:14])=O)[CH:6]=[CH:5]2.[CH3:15][N:16](C)C=O.S(Cl)(Cl)=O.C(N(CC)CC)C.CO.CN. The catalyst is C(OCC)(=O)C.O.CN(C)C(=O)C.C1(C)C=CC=CC=1. The product is [Br:1][C:2]1[CH:3]=[C:4]2[C:9](=[CH:10][CH:11]=1)[CH:8]=[C:7]([C:12]([NH:16][CH3:15])=[O:14])[CH:6]=[CH:5]2. The yield is 0.890. (5) The reactants are [CH2:1]([O:3][C:4]1[CH:11]=[CH:10][C:7]([CH:8]=O)=[CH:6][CH:5]=1)[CH3:2].[CH3:12][C:13]([C:15]1[CH:20]=[C:19]([O:21][CH3:22])[C:18]([O:23][CH3:24])=[C:17]([O:25][CH3:26])[CH:16]=1)=[O:14].[OH-].[Na+]. The catalyst is CO. The product is [CH2:1]([O:3][C:4]1[CH:11]=[CH:10][C:7](/[CH:8]=[CH:12]/[C:13]([C:15]2[CH:16]=[C:17]([O:25][CH3:26])[C:18]([O:23][CH3:24])=[C:19]([O:21][CH3:22])[CH:20]=2)=[O:14])=[CH:6][CH:5]=1)[CH3:2]. The yield is 0.550. (6) The reactants are [Br:1][C:2]1[CH:10]=[C:9]2[C:5]([C:6]([CH:11]=O)=[N:7][NH:8]2)=[CH:4][CH:3]=1.[CH3:13][N:14]1[CH2:19][CH2:18][N:17]([C:20]2[CH:25]=[CH:24][CH:23]=[C:22]([NH2:26])[C:21]=2[NH2:27])[CH2:16][CH2:15]1.S(S([O-])=O)([O-])(=O)=O.[Na+].[Na+]. The catalyst is C(O)C.O. The product is [Br:1][C:2]1[CH:10]=[C:9]2[C:5]([C:6]([C:11]3[NH:26][C:22]4[CH:23]=[CH:24][CH:25]=[C:20]([N:17]5[CH2:16][CH2:15][N:14]([CH3:13])[CH2:19][CH2:18]5)[C:21]=4[N:27]=3)=[N:7][NH:8]2)=[CH:4][CH:3]=1. The yield is 0.455. (7) The reactants are [CH3:1][S-:2].[Na+].[N+:4]([C:7]1[CH:8]=[C:9]([CH:15]=[C:16]([N+]([O-])=O)[CH:17]=1)[C:10]([O:12][CH2:13][CH3:14])=[O:11])([O-:6])=[O:5]. The catalyst is CN(C=O)C. The product is [CH3:1][S:2][C:16]1[CH:15]=[C:9]([CH:8]=[C:7]([N+:4]([O-:6])=[O:5])[CH:17]=1)[C:10]([O:12][CH2:13][CH3:14])=[O:11]. The yield is 0.149. (8) The reactants are [F:1][C:2]([F:24])([F:23])[C:3]1[CH:4]=[CH:5][C:6]([O:9][C:10]2[CH:11]=[C:12]3[C:17](=[CH:18][CH:19]=2)[N:16]=[C:15]([C:20](O)=[O:21])[CH:14]=[CH:13]3)=[N:7][CH:8]=1.Cl.[NH2:26][CH:27]1[CH2:31][CH2:30][S:29](=[O:33])(=[O:32])[CH2:28]1.F[P-](F)(F)(F)(F)F.CN(C(N(C)C)=[N+]1C2C(=NC=CC=2)[N+]([O-])=N1)C.C(N(CC)C(C)C)(C)C.C(=O)(O)[O-].[Na+]. The catalyst is O.CS(C)=O. The product is [O:32]=[S:29]1(=[O:33])[CH2:30][CH2:31][CH:27]([NH:26][C:20]([C:15]2[CH:14]=[CH:13][C:12]3[C:17](=[CH:18][CH:19]=[C:10]([O:9][C:6]4[CH:5]=[CH:4][C:3]([C:2]([F:1])([F:23])[F:24])=[CH:8][N:7]=4)[CH:11]=3)[N:16]=2)=[O:21])[CH2:28]1. The yield is 0.730. (9) The reactants are [Br:1][C:2]1[CH:3]=[C:4]2[C:8](=[CH:9][CH:10]=1)/[C:7](=[N:11]/O)/[CH2:6][CH2:5]2.C(OCC)(=O)C. The catalyst is C(O)(=O)C.[Zn]. The product is [Br:1][C:2]1[CH:3]=[C:4]2[C:8](=[CH:9][CH:10]=1)[CH:7]([NH2:11])[CH2:6][CH2:5]2. The yield is 0.590.